From a dataset of Reaction yield outcomes from USPTO patents with 853,638 reactions. Predict the reaction yield, written as a fraction of the theoretical maximum amount of product (1.0 means a 100% yield; for example, 0.34 means a 34% yield). (1) The reactants are [N:1]([CH2:4][C@H:5]1[CH2:10][CH2:9][CH2:8][CH2:7][C@@H:6]1[NH2:11])=[N+:2]=[N-:3].O=[C:13]1[CH2:18][CH2:17][N:16]([C:19]([O:21][C:22]([CH3:25])([CH3:24])[CH3:23])=[O:20])[CH2:15][CH2:14]1.C(O[BH-](OC(=O)C)OC(=O)C)(=O)C.[Na+]. The catalyst is CO. The product is [N:1]([CH2:4][C@H:5]1[CH2:10][CH2:9][CH2:8][CH2:7][C@@H:6]1[NH:11][CH:13]1[CH2:18][CH2:17][N:16]([C:19]([O:21][C:22]([CH3:25])([CH3:24])[CH3:23])=[O:20])[CH2:15][CH2:14]1)=[N+:2]=[N-:3]. The yield is 0.980. (2) The catalyst is O. The yield is 0.980. The product is [F:28][P-:29]([F:34])([F:33])([F:32])([F:31])[F:30].[CH2:3]([N+:5]1([CH2:11][CH2:12][O:13][CH2:14][CH2:15][O:16][CH2:17][CH2:18][CH:19]2[O:24][CH2:23][CH2:22][NH+:21]([CH2:25][CH3:26])[CH2:20]2)[CH2:6][CH2:7][O:8][CH2:9][CH2:10]1)[CH3:4].[F:28][P-:29]([F:34])([F:33])([F:32])([F:31])[F:30]. The reactants are [Br-].[Br-].[CH2:3]([N+:5]1([CH2:11][CH2:12][O:13][CH2:14][CH2:15][O:16][CH2:17][CH2:18][CH:19]2[O:24][CH2:23][CH2:22][NH+:21]([CH2:25][CH3:26])[CH2:20]2)[CH2:10][CH2:9][O:8][CH2:7][CH2:6]1)[CH3:4].[Li+].[F:28][P-:29]([F:34])([F:33])([F:32])([F:31])[F:30]. (3) The reactants are C(=[NH:14])(C1C=CC=CC=1)C1C=CC=CC=1.CC1(C)C2C=CC=C(P(C3C=CC=CC=3)C3C=CC=CC=3)C=2OC2C1=CC=CC=2P(C1C=CC=CC=1)C1C=CC=CC=1.C(=O)([O-])[O-].[Cs+].[Cs+].Br[C:64]1[CH:69]=[C:68]([F:70])[C:67]([F:71])=[CH:66][C:65]=1[O:72][CH2:73][CH2:74][CH3:75].[Cl-].[NH4+]. The catalyst is C1C=CC(/C=C/C(/C=C/C2C=CC=CC=2)=O)=CC=1.C1C=CC(/C=C/C(/C=C/C2C=CC=CC=2)=O)=CC=1.C1C=CC(/C=C/C(/C=C/C2C=CC=CC=2)=O)=CC=1.[Pd].[Pd].O.C1(C)C=CC=CC=1. The product is [F:71][C:67]1[C:68]([F:70])=[CH:69][C:64]([NH2:14])=[C:65]([O:72][CH2:73][CH2:74][CH3:75])[CH:66]=1. The yield is 0.380. (4) The reactants are [Br:1][C:2]1[C:3](F)=[C:4]2[C:10]([NH:11][C:12](=[O:14])[CH3:13])=[CH:9][NH:8][C:5]2=[N:6][CH:7]=1.CCN(C(C)C)C(C)C.[NH:25]1[CH2:29][CH2:28][C@H:27]([NH:30][C:31](=[O:37])[O:32][C:33]([CH3:36])([CH3:35])[CH3:34])[CH2:26]1. The catalyst is CCCCO. The product is [C:12]([NH:11][C:10]1[C:4]2[C:5](=[N:6][CH:7]=[C:2]([Br:1])[C:3]=2[N:25]2[CH2:29][CH2:28][C@H:27]([NH:30][C:31](=[O:37])[O:32][C:33]([CH3:35])([CH3:34])[CH3:36])[CH2:26]2)[NH:8][CH:9]=1)(=[O:14])[CH3:13]. The yield is 0.780. (5) The reactants are [F:1][C:2]1[CH:3]=[C:4]([N+:11]([O-:13])=[O:12])[CH:5]=[C:6]2[C:10]=1[NH:9][CH2:8][CH2:7]2. The catalyst is C1(C)C(C)=CC=CC=1.[C].[Pd]. The product is [F:1][C:2]1[CH:3]=[C:4]([N+:11]([O-:13])=[O:12])[CH:5]=[C:6]2[C:10]=1[NH:9][CH:8]=[CH:7]2. The yield is 0.840. (6) The reactants are [NH:1]1[C:4](=[O:5])[C@@H:3]2[CH2:6][C:7]3[C:12]([C@H:2]12)=[CH:11][CH:10]=[CH:9][CH:8]=3.[C:13]([O:17][C:18](O[C:18]([O:17][C:13]([CH3:16])([CH3:15])[CH3:14])=[O:19])=[O:19])([CH3:16])([CH3:15])[CH3:14].C(Cl)Cl. The catalyst is C(#N)C. The product is [O:5]=[C:4]1[N:1]([C:18]([O:17][C:13]([CH3:16])([CH3:15])[CH3:14])=[O:19])[C@H:2]2[C:12]3[C:7]([CH2:6][C@@H:3]12)=[CH:8][CH:9]=[CH:10][CH:11]=3. The yield is 0.900. (7) The reactants are [CH3:1][C:2]1[C@@H:19]([O:20][C:21]([C@H:23]([OH:40])[C@@H:24]([NH:31][C:32]([C:34]2[CH:35]=[CH:36][CH:37]=[CH:38][CH:39]=2)=[O:33])[C:25]2[CH:26]=[CH:27][CH:28]=[CH:29][CH:30]=2)=[O:22])[CH2:18][C@:14]2([OH:41])[C:15]([CH3:17])([CH3:16])[C:3]=1[C@@H:4]([O:59][C:60]([CH3:62])=[O:61])[C:5]([C@@:7]1([CH3:58])[C@H:12]([C@@H:13]2[O:42][C:43]([C:45]2[CH:46]=[CH:47][CH:48]=[CH:49][CH:50]=2)=[O:44])[C@:11]2([O:53][C:54]([CH3:56])=[O:55])[CH2:51][O:52][C@@H:10]2[CH2:9][C@@H:8]1[OH:57])=[O:6].Cl.[C:64](Cl)(=[O:71])[C:65]1[CH:70]=[CH:69][CH:68]=[N:67][CH:66]=1. The catalyst is N1C=CC=CC=1.ClCCl. The product is [C:60]([O:59][C@@H:4]1[C:3]2[C:15]([CH3:16])([CH3:17])[C@@:14]([OH:41])([CH2:18][C@H:19]([O:20][C:21](=[O:22])[C@H:23]([O:40][C:64](=[O:71])[C:65]3[CH:70]=[CH:69][CH:68]=[N:67][CH:66]=3)[C@@H:24]([NH:31][C:32](=[O:33])[C:34]3[CH:39]=[CH:38][CH:37]=[CH:36][CH:35]=3)[C:25]3[CH:26]=[CH:27][CH:28]=[CH:29][CH:30]=3)[C:2]=2[CH3:1])[C@@H:13]([O:42][C:43](=[O:44])[C:45]2[CH:50]=[CH:49][CH:48]=[CH:47][CH:46]=2)[C@@H:12]2[C@:11]3([O:53][C:54](=[O:55])[CH3:56])[CH2:51][O:52][C@@H:10]3[CH2:9][C@H:8]([OH:57])[C@@:7]2([CH3:58])[C:5]1=[O:6])(=[O:61])[CH3:62]. The yield is 0.450. (8) The reactants are FC(F)(F)C([N:5]1[CH2:11][CH2:10][C:9]2[CH:12]=[C:13]([CH2:16][CH2:17][CH2:18][CH2:19][CH2:20][CH2:21][CH2:22][CH3:23])[CH:14]=[CH:15][C:8]=2[CH2:7][CH2:6]1)=O.C([O-])(O)=O.[Na+]. The catalyst is CO.O. The product is [CH2:16]([C:13]1[CH:14]=[CH:15][C:8]2[CH2:7][CH2:6][NH:5][CH2:11][CH2:10][C:9]=2[CH:12]=1)[CH2:17][CH2:18][CH2:19][CH2:20][CH2:21][CH2:22][CH3:23]. The yield is 1.00. (9) The reactants are [CH:1]1([C:6]#[CH:7])[CH2:5][CH2:4][CH2:3][CH2:2]1.C([Li])CCC.C1(O[C:20]#[N:21])C=CC=CC=1.[OH-].[Na+]. The catalyst is C1COCC1.CCCCCC. The product is [CH:1]1([C:6]#[C:7][C:20]#[N:21])[CH2:5][CH2:4][CH2:3][CH2:2]1. The yield is 0.950.